This data is from NCI-60 drug combinations with 297,098 pairs across 59 cell lines. The task is: Regression. Given two drug SMILES strings and cell line genomic features, predict the synergy score measuring deviation from expected non-interaction effect. (1) Drug 1: C1=CC(=CC=C1CCC2=CNC3=C2C(=O)NC(=N3)N)C(=O)NC(CCC(=O)O)C(=O)O. Drug 2: CCCS(=O)(=O)NC1=C(C(=C(C=C1)F)C(=O)C2=CNC3=C2C=C(C=N3)C4=CC=C(C=C4)Cl)F. Cell line: UO-31. Synergy scores: CSS=23.6, Synergy_ZIP=-5.89, Synergy_Bliss=-3.68, Synergy_Loewe=-7.95, Synergy_HSA=-1.70. (2) Drug 1: C1=CN(C(=O)N=C1N)C2C(C(C(O2)CO)O)O.Cl. Drug 2: C1=NNC2=C1C(=O)NC=N2. Cell line: OVCAR-5. Synergy scores: CSS=41.1, Synergy_ZIP=-1.23, Synergy_Bliss=-1.99, Synergy_Loewe=-38.1, Synergy_HSA=-0.749. (3) Drug 1: CCN(CC)CCNC(=O)C1=C(NC(=C1C)C=C2C3=C(C=CC(=C3)F)NC2=O)C. Drug 2: C(CC(=O)O)C(=O)CN.Cl. Cell line: CCRF-CEM. Synergy scores: CSS=11.4, Synergy_ZIP=-7.56, Synergy_Bliss=-4.24, Synergy_Loewe=-7.02, Synergy_HSA=-7.36. (4) Drug 1: CCCCC(=O)OCC(=O)C1(CC(C2=C(C1)C(=C3C(=C2O)C(=O)C4=C(C3=O)C=CC=C4OC)O)OC5CC(C(C(O5)C)O)NC(=O)C(F)(F)F)O. Drug 2: CC1CCC2CC(C(=CC=CC=CC(CC(C(=O)C(C(C(=CC(C(=O)CC(OC(=O)C3CCCCN3C(=O)C(=O)C1(O2)O)C(C)CC4CCC(C(C4)OC)O)C)C)O)OC)C)C)C)OC. Cell line: TK-10. Synergy scores: CSS=44.7, Synergy_ZIP=7.14, Synergy_Bliss=14.0, Synergy_Loewe=10.6, Synergy_HSA=11.0. (5) Drug 1: CC1C(C(CC(O1)OC2CC(CC3=C2C(=C4C(=C3O)C(=O)C5=C(C4=O)C(=CC=C5)OC)O)(C(=O)C)O)N)O.Cl. Drug 2: C1CC(=O)NC(=O)C1N2C(=O)C3=CC=CC=C3C2=O. Cell line: SW-620. Synergy scores: CSS=12.3, Synergy_ZIP=0.569, Synergy_Bliss=0.496, Synergy_Loewe=-42.2, Synergy_HSA=-0.243. (6) Drug 1: CC1C(C(=O)NC(C(=O)N2CCCC2C(=O)N(CC(=O)N(C(C(=O)O1)C(C)C)C)C)C(C)C)NC(=O)C3=C4C(=C(C=C3)C)OC5=C(C(=O)C(=C(C5=N4)C(=O)NC6C(OC(=O)C(N(C(=O)CN(C(=O)C7CCCN7C(=O)C(NC6=O)C(C)C)C)C)C(C)C)C)N)C. Drug 2: CS(=O)(=O)OCCCCOS(=O)(=O)C. Cell line: MALME-3M. Synergy scores: CSS=11.0, Synergy_ZIP=-5.31, Synergy_Bliss=-2.42, Synergy_Loewe=-1.08, Synergy_HSA=-1.62. (7) Drug 1: C1=C(C(=O)NC(=O)N1)F. Drug 2: C1CN(P(=O)(OC1)NCCCl)CCCl. Cell line: CAKI-1. Synergy scores: CSS=25.0, Synergy_ZIP=7.43, Synergy_Bliss=6.17, Synergy_Loewe=-4.17, Synergy_HSA=5.95. (8) Drug 1: CC12CCC3C(C1CCC2=O)CC(=C)C4=CC(=O)C=CC34C. Synergy scores: CSS=55.3, Synergy_ZIP=-1.83, Synergy_Bliss=-0.382, Synergy_Loewe=4.07, Synergy_HSA=3.96. Drug 2: CC1C(C(CC(O1)OC2CC(CC3=C2C(=C4C(=C3O)C(=O)C5=C(C4=O)C(=CC=C5)OC)O)(C(=O)CO)O)N)O.Cl. Cell line: SNB-75. (9) Drug 1: CC1C(C(=O)NC(C(=O)N2CCCC2C(=O)N(CC(=O)N(C(C(=O)O1)C(C)C)C)C)C(C)C)NC(=O)C3=C4C(=C(C=C3)C)OC5=C(C(=O)C(=C(C5=N4)C(=O)NC6C(OC(=O)C(N(C(=O)CN(C(=O)C7CCCN7C(=O)C(NC6=O)C(C)C)C)C)C(C)C)C)N)C. Drug 2: C(CCl)NC(=O)N(CCCl)N=O. Cell line: HL-60(TB). Synergy scores: CSS=13.2, Synergy_ZIP=-0.999, Synergy_Bliss=0.439, Synergy_Loewe=-22.3, Synergy_HSA=-0.178.